From a dataset of Full USPTO retrosynthesis dataset with 1.9M reactions from patents (1976-2016). Predict the reactants needed to synthesize the given product. (1) Given the product [CH3:1][O:2][C:3]1[CH:4]=[C:5]2[C:10](=[CH:11][C:12]=1[O:13][CH3:14])[N:9]=[CH:8][CH:7]=[C:6]2[O:15][C:16]1[C:22]([CH3:23])=[CH:21][C:19]([NH:20][C:32]([NH:36][CH2:37][CH2:38][CH2:39][N:40]2[CH2:41][CH2:42][N:43]([CH3:46])[CH2:44][CH2:45]2)=[S:33])=[C:18]([CH3:24])[CH:17]=1, predict the reactants needed to synthesize it. The reactants are: [CH3:1][O:2][C:3]1[CH:4]=[C:5]2[C:10](=[CH:11][C:12]=1[O:13][CH3:14])[N:9]=[CH:8][CH:7]=[C:6]2[O:15][C:16]1[C:22]([CH3:23])=[CH:21][C:19]([NH2:20])=[C:18]([CH3:24])[CH:17]=1.C(N(CC)CC)C.[C:32](Cl)(Cl)=[S:33].[NH2:36][CH2:37][CH2:38][CH2:39][N:40]1[CH2:45][CH2:44][N:43]([CH3:46])[CH2:42][CH2:41]1. (2) The reactants are: [CH3:1][O:2][C:3](=[O:20])[C:4]1[CH:9]=[CH:8][C:7]([NH:10][C:11]2[CH:16]=[CH:15][C:14]([F:17])=[C:13]([Br:18])[CH:12]=2)=[C:6]([NH2:19])[CH:5]=1.[CH:21](OC)(OC)OC. Given the product [CH3:1][O:2][C:3]([C:4]1[CH:9]=[CH:8][C:7]2[N:10]([C:11]3[CH:16]=[CH:15][C:14]([F:17])=[C:13]([Br:18])[CH:12]=3)[CH:21]=[N:19][C:6]=2[CH:5]=1)=[O:20], predict the reactants needed to synthesize it. (3) Given the product [Br:19][C:12]1[CH:13]=[C:3]([C:1]#[N:2])[C:4]([NH:14][CH2:15][CH:16]([CH3:17])[CH3:18])=[CH:5][C:6]=1[C:7]([O:9][CH2:10][CH3:11])=[O:8], predict the reactants needed to synthesize it. The reactants are: [C:1]([C:3]1[CH:13]=[CH:12][C:6]([C:7]([O:9][CH2:10][CH3:11])=[O:8])=[CH:5][C:4]=1[NH:14][CH2:15][CH:16]([CH3:18])[CH3:17])#[N:2].[Br:19]N1C(=O)CCC1=O. (4) Given the product [CH2:1]([C:8]1[N:16]2[C:11]([CH:12]=[N:13][C:14]([NH:33][C:30]3[CH:29]=[CH:28][C:27]([N:24]4[CH2:23][CH2:22][N:21]([CH3:20])[CH2:26][CH2:25]4)=[CH:32][CH:31]=3)=[N:15]2)=[CH:10][CH:9]=1)[C:2]1[CH:7]=[CH:6][CH:5]=[CH:4][CH:3]=1, predict the reactants needed to synthesize it. The reactants are: [CH2:1]([C:8]1[N:16]2[C:11]([CH:12]=[N:13][C:14](S(C)=O)=[N:15]2)=[CH:10][CH:9]=1)[C:2]1[CH:7]=[CH:6][CH:5]=[CH:4][CH:3]=1.[CH3:20][N:21]1[CH2:26][CH2:25][N:24]([C:27]2[CH:32]=[CH:31][C:30]([NH2:33])=[CH:29][CH:28]=2)[CH2:23][CH2:22]1.C(N(CC)C(C)C)(C)C.COCC(O)C. (5) Given the product [Cl:25][C:26]1[CH:27]=[C:28]([CH:38]=[CH:39][C:40]=1[Cl:41])[CH2:29][N:30]1[CH2:35][CH2:34][O:33][C@@H:32]([CH2:36][CH:12]([N:10]2[N:9]=[N:8][C:7]([C:1]3[CH:2]=[CH:3][CH:4]=[CH:5][CH:6]=3)=[N:11]2)[C:13]([NH2:19])=[O:15])[CH2:31]1, predict the reactants needed to synthesize it. The reactants are: [C:1]1([C:7]2[N:8]=[N:9][N:10]([CH2:12][C:13]([OH:15])=O)[N:11]=2)[CH:6]=[CH:5][CH:4]=[CH:3][CH:2]=1.C([N:19](CC)C(C)C)(C)C.[Cl:25][C:26]1[CH:27]=[C:28]([CH:38]=[CH:39][C:40]=1[Cl:41])[CH2:29][N:30]1[CH2:35][CH2:34][O:33][C@@H:32]([CH2:36]N)[CH2:31]1.